From a dataset of Full USPTO retrosynthesis dataset with 1.9M reactions from patents (1976-2016). Predict the reactants needed to synthesize the given product. (1) The reactants are: C(OC(=O)[NH:7][C:8]([C:10]1[S:11][C:12]([S:25][CH3:26])=[C:13]([S:15]([C:18]2[CH:23]=[CH:22][CH:21]=[C:20](Br)[CH:19]=2)(=[O:17])=[O:16])[CH:14]=1)=[NH:9])(C)(C)C.C([O:32][C:33](=[O:53])[CH2:34][O:35][CH2:36][C:37]1[CH:42]=[CH:41][CH:40]=[C:39]([CH3:43])[C:38]=1B1OC(C)(C)C(C)(C)O1)(C)(C)C.C([O-])([O-])=O.[Na+].[Na+].[C:60]([OH:66])([C:62]([F:65])([F:64])[F:63])=[O:61].C(Cl)Cl. Given the product [F:63][C:62]([F:65])([F:64])[C:60]([OH:66])=[O:61].[C:8]([C:10]1[S:11][C:12]([S:25][CH3:26])=[C:13]([S:15]([C:18]2[CH:19]=[C:20]([C:40]3[C:39]([CH3:43])=[CH:38][C:37]([CH2:36][O:35][CH2:34][C:33]([OH:53])=[O:32])=[CH:42][CH:41]=3)[CH:21]=[CH:22][CH:23]=2)(=[O:16])=[O:17])[CH:14]=1)(=[NH:9])[NH2:7], predict the reactants needed to synthesize it. (2) The reactants are: [CH2:1]([NH2:8])[C:2]1[CH:7]=[CH:6][CH:5]=[CH:4][CH:3]=1.[CH2:9]([O:16][C:17]1[CH:24]=[CH:23][C:20]([CH:21]=O)=[CH:19][C:18]=1[O:25][CH3:26])[C:10]1[CH:15]=[CH:14][CH:13]=[CH:12][CH:11]=1.C(O[BH-](OC(=O)C)OC(=O)C)(=O)C.[Na+].C([O-])(O)=O.[Na+]. Given the product [CH2:1]([NH:8][CH2:21][C:20]1[CH:23]=[CH:24][C:17]([O:16][CH2:9][C:10]2[CH:11]=[CH:12][CH:13]=[CH:14][CH:15]=2)=[C:18]([O:25][CH3:26])[CH:19]=1)[C:2]1[CH:7]=[CH:6][CH:5]=[CH:4][CH:3]=1, predict the reactants needed to synthesize it. (3) Given the product [C:25]([C:29]1[N:30]=[C:31]([C:34]2[CH:35]=[C:36]([CH:46]=[CH:47][CH:48]=2)[O:37][C:38]2[CH:44]=[CH:43][C:41]([NH:42][C:22]3[C:23]4[N:15]([CH2:14][CH2:13][O:12][CH2:11][CH2:10][OH:9])[CH:16]=[CH:17][C:18]=4[N:19]=[CH:20][N:21]=3)=[CH:40][C:39]=2[Cl:45])[O:32][CH:33]=1)([CH3:28])([CH3:26])[CH3:27], predict the reactants needed to synthesize it. The reactants are: C([O:9][CH2:10][CH2:11][O:12][CH2:13][CH2:14][N:15]1[C:23]2[C:22](Cl)=[N:21][CH:20]=[N:19][C:18]=2[CH:17]=[CH:16]1)(=O)C1C=CC=CC=1.[C:25]([C:29]1[N:30]=[C:31]([C:34]2[CH:35]=[C:36]([CH:46]=[CH:47][CH:48]=2)[O:37][C:38]2[CH:44]=[CH:43][C:41]([NH2:42])=[CH:40][C:39]=2[Cl:45])[O:32][CH:33]=1)([CH3:28])([CH3:27])[CH3:26].C(O)(C)C.[OH-].[Na+]. (4) The reactants are: [Cl:1][CH2:2][CH2:3][CH2:4][S:5]([O:8][CH2:9][C:10]([CH3:24])([CH3:23])[C@@H:11]([O:15][CH2:16][C:17]1[CH:22]=[CH:21][CH:20]=[CH:19][CH:18]=1)[C:12]([OH:14])=[O:13])(=[O:7])=[O:6].C(Cl)(=O)C(Cl)=O.[CH:31](O)([CH3:33])[CH3:32].N1C=CC=CC=1. Given the product [Cl:1][CH2:2][CH2:3][CH2:4][S:5]([O:8][CH2:9][C:10]([CH3:24])([CH3:23])[C@@H:11]([O:15][CH2:16][C:17]1[CH:22]=[CH:21][CH:20]=[CH:19][CH:18]=1)[C:12]([O:14][CH:31]([CH3:33])[CH3:32])=[O:13])(=[O:6])=[O:7], predict the reactants needed to synthesize it. (5) Given the product [C:28]([O:27][C:25]([N:21]1[C:22]2[C:18](=[CH:17][C:16]([S:13]([N:10]3[CH2:9][CH2:8][N:7]([CH3:6])[CH2:12][CH2:11]3)(=[O:15])=[O:14])=[CH:24][CH:23]=2)[CH:19]=[C:20]1[B:32]([OH:35])[OH:33])=[O:26])([CH3:31])([CH3:30])[CH3:29], predict the reactants needed to synthesize it. The reactants are: C([Li])(C)(C)C.[CH3:6][N:7]1[CH2:12][CH2:11][N:10]([S:13]([C:16]2[CH:17]=[C:18]3[C:22](=[CH:23][CH:24]=2)[N:21]([C:25]([O:27][C:28]([CH3:31])([CH3:30])[CH3:29])=[O:26])[CH:20]=[CH:19]3)(=[O:15])=[O:14])[CH2:9][CH2:8]1.[B:32](OC)([O:35]C)[O:33]C. (6) Given the product [NH2:1][C:2]1[N:6]([CH:7]2[CH2:12][CH2:11][CH2:10][N:9]([C:13]#[N:14])[CH2:8]2)[N:5]=[C:4]([C:15]2[CH:16]=[CH:17][CH:18]=[C:19]([CH2:39][C:38]3[CH:41]=[CH:42][C:35]([F:34])=[CH:36][CH:37]=3)[CH:20]=2)[C:3]=1[C:30]([NH2:32])=[O:31], predict the reactants needed to synthesize it. The reactants are: [NH2:1][C:2]1[N:6]([CH:7]2[CH2:12][CH2:11][CH2:10][N:9]([C:13]#[N:14])[CH2:8]2)[N:5]=[C:4]([C:15]2[CH:20]=[CH:19][C:18](OC3C=CC(F)=CC=3)=[CH:17][C:16]=2Cl)[C:3]=1[C:30]([NH2:32])=[O:31].[Cl-].[F:34][C:35]1[CH:42]=[CH:41][C:38]([CH2:39][Zn+])=[CH:37][CH:36]=1. (7) Given the product [O:4]1[C:8]2([CH2:13][CH2:12][NH:11][CH2:10][CH2:9]2)[O:7][CH2:6][CH2:5]1, predict the reactants needed to synthesize it. The reactants are: [OH-].[Na+].Cl.[O:4]1[C:8]2([CH2:13][CH2:12][NH:11][CH2:10][CH2:9]2)[O:7][CH2:6][CH2:5]1.[Cl-].[Na+]. (8) Given the product [Br:1][C:2]1[C:6]2[N:7]=[C:8]([N:30]3[CH2:29][CH2:28][N:27]([C:20]4[CH:21]=[CH:22][C:24]([Cl:16])=[CH:25][CH:34]=4)[CH2:32][CH2:31]3)[N:9]=[C:10]([CH2:11][CH2:12][CH2:13][NH2:14])[C:5]=2[S:4][CH:3]=1, predict the reactants needed to synthesize it. The reactants are: [Br:1][C:2]1[C:6]2[N:7]=[C:8](Cl)[N:9]=[C:10]([CH2:11][CH2:12][CH2:13][NH2:14])[C:5]=2[S:4][CH:3]=1.[ClH:16].ClC1N=[C:20]([NH:27][CH:28]2C[CH2:32][CH2:31][NH:30][CH2:29]2)[C:21]2S[CH2:25][CH2:24][C:22]=2N=1.[CH:34](N(C(C)C)CC)(C)C.